Dataset: Forward reaction prediction with 1.9M reactions from USPTO patents (1976-2016). Task: Predict the product of the given reaction. Given the reactants [CH3:1][O:2][C:3](=[O:12])[CH2:4][C:5]1[CH:10]=[CH:9][C:8]([OH:11])=[CH:7][CH:6]=1.Br[CH2:14][CH2:15][CH2:16][CH3:17].C(=O)([O-])[O-].[Cs+].[Cs+].CN(C)C=O, predict the reaction product. The product is: [CH3:1][O:2][C:3](=[O:12])[CH2:4][C:5]1[CH:10]=[CH:9][C:8]([O:11][CH2:14][CH2:15][CH2:16][CH3:17])=[CH:7][CH:6]=1.